This data is from Full USPTO retrosynthesis dataset with 1.9M reactions from patents (1976-2016). The task is: Predict the reactants needed to synthesize the given product. (1) Given the product [OH:49][CH2:48][C:39]([N:37]1[C@@H:36]([CH3:46])[CH2:35][C@@H:34]([O:33][C:2]2[CH:9]=[CH:8][C:7]([C:10]3[N:15]=[C:14]([NH:16][C:17]4[CH:22]=[CH:21][C:20]([N:23]5[CH2:28][CH2:27][N:26]([CH:29]6[CH2:32][O:31][CH2:30]6)[CH2:25][CH2:24]5)=[CH:19][CH:18]=4)[N:13]=[CH:12][N:11]=3)=[CH:6][C:3]=2[C:4]#[N:5])[CH2:38]1)=[O:41], predict the reactants needed to synthesize it. The reactants are: F[C:2]1[CH:9]=[CH:8][C:7]([C:10]2[N:15]=[C:14]([NH:16][C:17]3[CH:22]=[CH:21][C:20]([N:23]4[CH2:28][CH2:27][N:26]([CH:29]5[CH2:32][O:31][CH2:30]5)[CH2:25][CH2:24]4)=[CH:19][CH:18]=3)[N:13]=[CH:12][N:11]=2)=[CH:6][C:3]=1[C:4]#[N:5].[OH:33][C@H:34]1[CH2:38][N:37]([C:39]([O:41]C(C)(C)C)=O)[C@@H:36]([CH3:46])[CH2:35]1.C(O)(=O)[CH2:48][OH:49]. (2) The reactants are: Cl.Cl.Cl.[O:4]1[C:8]2=[C:9]([N:13]3[CH2:18][CH2:17][N:16]([CH2:19][CH2:20][C@H:21]4[CH2:26][CH2:25][C@H:24]([NH2:27])[CH2:23][CH2:22]4)[CH2:15][CH2:14]3)[N:10]=[CH:11][CH:12]=[C:7]2[CH2:6][CH2:5]1.[CH:28]1([CH2:32][C:33](O)=[O:34])[CH2:31][CH2:30][CH2:29]1. Given the product [CH:28]1([CH2:32][C:33]([NH:27][C@H:24]2[CH2:25][CH2:26][C@H:21]([CH2:20][CH2:19][N:16]3[CH2:17][CH2:18][N:13]([C:9]4[N:10]=[CH:11][CH:12]=[C:7]5[CH2:6][CH2:5][O:4][C:8]=45)[CH2:14][CH2:15]3)[CH2:22][CH2:23]2)=[O:34])[CH2:31][CH2:30][CH2:29]1, predict the reactants needed to synthesize it.